Dataset: Reaction yield outcomes from USPTO patents with 853,638 reactions. Task: Predict the reaction yield, written as a fraction of the theoretical maximum amount of product (1.0 means a 100% yield; for example, 0.34 means a 34% yield). (1) The reactants are [N+:1]([C:4]1[CH:5]=[C:6]([CH:8]=[C:9]([C:11]([F:14])([F:13])[F:12])[CH:10]=1)[NH2:7])([O-:3])=[O:2].[CH3:15][O:16][CH2:17][C:18](O)=[O:19].ON1C2C=CC=CC=2N=N1.CN1CCOCC1. The catalyst is CN(C=O)C.O. The product is [CH3:15][O:16][CH2:17][C:18]([NH:7][C:6]1[CH:8]=[C:9]([C:11]([F:12])([F:13])[F:14])[CH:10]=[C:4]([N+:1]([O-:3])=[O:2])[CH:5]=1)=[O:19]. The yield is 0.390. (2) The reactants are CN(C(ON1N=NC2C=CC=CC1=2)=[N+](C)C)C.F[P-](F)(F)(F)(F)F.[C:25]([O:29][C:30]([NH:32][C@@H:33]([CH2:37][CH2:38][S:39][CH3:40])[C:34]([OH:36])=O)=[O:31])([CH3:28])([CH3:27])[CH3:26].CCN(C(C)C)C(C)C.[NH2:50][CH:51]1[CH2:56][CH2:55][N:54]([C:57]([O:59][CH2:60][C:61]2[CH:66]=[CH:65][CH:64]=[CH:63][CH:62]=2)=[O:58])[CH2:53][CH2:52]1.[OH-].[Na+]. The catalyst is CN(C=O)C. The product is [C:25]([O:29][C:30]([NH:32][C@@H:33]([CH2:37][CH2:38][S:39][CH3:40])[C:34]([NH:50][CH:51]1[CH2:52][CH2:53][N:54]([C:57]([O:59][CH2:60][C:61]2[CH:66]=[CH:65][CH:64]=[CH:63][CH:62]=2)=[O:58])[CH2:55][CH2:56]1)=[O:36])=[O:31])([CH3:26])([CH3:27])[CH3:28]. The yield is 1.00. (3) The reactants are CC[C@H]1[C@H]2C[C@H]([C@H](OC3[C:34]4[C:29](=[CH:30][CH:31]=[CH:32][CH:33]=4)[C:28]([O:35][C@H:36]([C:47]4[CH:56]=[CH:55]N=C5[C:48]=4[CH:49]=[C:50]([O:57][CH3:58])[CH:51]=C5)[C@@H]4N5C[C@H](CC)[C@@H](CC5)C4)=NN=3)C3C=CN=C4C=3C=C(OC)C=C4)N(CC2)C1.[C:59]([OH:63])(C)(C)C.C(C1C=CC([O:73]C)=CC=1OCC1C=CC=CC=1)C=C. The catalyst is O. The product is [CH2:28]([O:35][C:36]1[CH:51]=[C:50]([O:57][CH3:58])[CH:49]=[CH:48][C:47]=1[CH2:56][CH:55]([OH:73])[CH2:59][OH:63])[C:29]1[CH:30]=[CH:31][CH:32]=[CH:33][CH:34]=1. The yield is 0.950. (4) The reactants are [C:1]([CH2:3][C:4]1[C:5]([C:10]#[N:11])=[N:6][CH:7]=[CH:8][CH:9]=1)#[N:2].[CH3:12][O-:13].[Na+]. The catalyst is CO. The product is [CH3:12][O:13][C:1]1[CH:3]=[C:4]2[C:5](=[C:10]([NH2:11])[N:2]=1)[N:6]=[CH:7][CH:8]=[CH:9]2. The yield is 0.0940. (5) The reactants are CC#N.C(=O)=O.[CH2:7]([N:10]1[CH2:15][CH2:14][O:13][CH2:12][CH2:11]1)[C:8]#[CH:9].C([Mg]Cl)(C)C.CON(C)[C:24](=[O:26])[CH3:25]. The catalyst is C1COCC1. The product is [N:10]1([CH2:7][C:8]#[C:9][C:24](=[O:26])[CH3:25])[CH2:15][CH2:14][O:13][CH2:12][CH2:11]1. The yield is 0.711. (6) The reactants are C[O-].[Na+].C([O:7][C@@H:8]1[C@@H:17]([O:18]C(=O)C)[C@@H:16]([O:22]C(=O)C)[C@@H:15]([CH2:26][O:27]C(=O)C)[O:14][C@H:9]1[O:10][CH2:11][CH2:12][Br:13])(=O)C. The catalyst is CO. The product is [O:10]([CH2:11][CH2:12][Br:13])[C@@H:9]1[O:14][C@H:15]([CH2:26][OH:27])[C@H:16]([OH:22])[C@H:17]([OH:18])[C@H:8]1[OH:7]. The yield is 0.920. (7) The reactants are [O:1]1[C:5]2[CH:6]=[CH:7][C:8]([C:10]3([C:13]([NH:15][C:16]4[N:21]=[C:20]([C:22]5[C:23]([O:28]C)=[N:24][CH:25]=[CH:26][CH:27]=5)[C:19]([CH3:30])=[CH:18][CH:17]=4)=[O:14])[CH2:12][CH2:11]3)=[CH:9][C:4]=2[CH2:3][CH2:2]1.Cl. The catalyst is O1CCOCC1. The product is [O:1]1[C:5]2[CH:6]=[CH:7][C:8]([C:10]3([C:13]([NH:15][C:16]4[CH:17]=[CH:18][C:19]([CH3:30])=[C:20]([C:22]5[C:23](=[O:28])[NH:24][CH:25]=[CH:26][CH:27]=5)[N:21]=4)=[O:14])[CH2:12][CH2:11]3)=[CH:9][C:4]=2[CH2:3][CH2:2]1. The yield is 0.320. (8) The reactants are [CH3:1][N:2]1[CH2:6][CH2:5][CH2:4][CH:3]1[CH2:7][CH2:8][N:9]1[CH2:14][CH2:13][S:12][C:11]2[CH:15]=[C:16]([NH:19][C:20]([C:22]3[S:23][CH:24]=[CH:25][CH:26]=3)=[NH:21])[CH:17]=[CH:18][C:10]1=2.[ClH:27]. The catalyst is C(O)C. The product is [ClH:27].[ClH:27].[CH3:1][N:2]1[CH2:6][CH2:5][CH2:4][CH:3]1[CH2:7][CH2:8][N:9]1[CH2:14][CH2:13][S:12][C:11]2[CH:15]=[C:16]([NH:19][C:20]([C:22]3[S:23][CH:24]=[CH:25][CH:26]=3)=[NH:21])[CH:17]=[CH:18][C:10]1=2. The yield is 1.00.